Task: Regression/Classification. Given a drug SMILES string, predict its absorption, distribution, metabolism, or excretion properties. Task type varies by dataset: regression for continuous measurements (e.g., permeability, clearance, half-life) or binary classification for categorical outcomes (e.g., BBB penetration, CYP inhibition). Dataset: pampa_ncats.. Dataset: PAMPA (Parallel Artificial Membrane Permeability Assay) permeability data from NCATS (1) The drug is COC1=NC(=NC=C1C2=CC3=NC=C(C(=C3C=C2)NC4=CC(=CC(=C4)C(=O)O)OC5=CC(=CC(=C5)F)F)S(=O)(=O)NC6CC6)OC. The result is 0 (low-to-moderate permeability). (2) The compound is CC1=CC=C(C=C1)S(=O)(=O)NC2=CC=CC=C2C(=O)NC3=NC(=CS3)C4=CC=C(C=C4)OC. The result is 0 (low-to-moderate permeability). (3) The drug is CCC1=CC(=CC=C1)NC(=O)C2=CC(=NN2)C3=CC=CN3. The result is 1 (high permeability). (4) The drug is CN1C2=C(C=CC(=C2)C(=O)NCCC3=CC=CS3)[S@@](=O)C4=CC=CC=C4C1=O. The result is 1 (high permeability). (5) The result is 0 (low-to-moderate permeability). The molecule is CCC1=C(N=C2C(=CNN2C1=O)C3=CN(N=C3)C4=NC=CC(=C4)CO)C. (6) The drug is CC(C)(CNC(=O)CC1CCC2(CC1)OC3(C4CC5CC(C4)CC3C5)OO2)N. The result is 1 (high permeability). (7) The drug is C1=CC=C2C(=C1)C(=NC(=N2)C3=CC=NC=C3)NC4=CC(=C(C=C4)OC(F)(F)F)F. The result is 1 (high permeability). (8) The drug is CCC1=CC(=C(C(=C1O)C(=O)NC[C@@H]2CCCN2CC)OC)Cl.Cl. The result is 1 (high permeability). (9) The drug is C1=CC(=CC=C1NC(=O)C2=NC=NN2)[S+](=O)(NC3=NC=CS3)[O-]. The result is 0 (low-to-moderate permeability).